From a dataset of Full USPTO retrosynthesis dataset with 1.9M reactions from patents (1976-2016). Predict the reactants needed to synthesize the given product. (1) Given the product [Cl:1][C:2]1[C:3]([C:8]([NH:22][C:23]2[CH:24]=[C:25]([O:26][C:27]3[CH:28]=[CH:29][C:30]4[N:31]([CH:33]=[C:34]([NH:36][C:37]([CH:39]5[CH2:41][CH2:40]5)=[O:38])[N:35]=4)[N:32]=3)[CH:42]=[CH:43][C:44]=2[F:45])=[O:10])=[N:4][N:5]([CH3:7])[CH:6]=1, predict the reactants needed to synthesize it. The reactants are: [Cl:1][C:2]1[C:3]([C:8]([OH:10])=O)=[N:4][N:5]([CH3:7])[CH:6]=1.O1CCCC1.C(Cl)(=O)C(Cl)=O.[NH2:22][C:23]1[CH:24]=[C:25]([CH:42]=[CH:43][C:44]=1[F:45])[O:26][C:27]1[CH:28]=[CH:29][C:30]2[N:31]([CH:33]=[C:34]([NH:36][C:37]([CH:39]3[CH2:41][CH2:40]3)=[O:38])[N:35]=2)[N:32]=1. (2) Given the product [Cl:1][C:2]1[CH:47]=[CH:46][C:5]2[N:6]([CH2:37][C:38]3[CH:39]=[CH:40][C:41]([O:44][CH3:45])=[CH:42][CH:43]=3)[C:7](=[O:36])[CH:8]([CH2:28][C:29]3[CH:34]=[CH:33][CH:32]=[CH:31][C:30]=3[Cl:35])[N:9]=[C:10]([C:11]3[CH:12]=[C:13]4[NH:19][C:18](=[O:27])[NH:17][C:14]4=[N:15][CH:16]=3)[C:4]=2[CH:3]=1, predict the reactants needed to synthesize it. The reactants are: [Cl:1][C:2]1[CH:47]=[CH:46][C:5]2[N:6]([CH2:37][C:38]3[CH:43]=[CH:42][C:41]([O:44][CH3:45])=[CH:40][CH:39]=3)[C:7](=[O:36])[CH:8]([CH2:28][C:29]3[CH:34]=[CH:33][CH:32]=[CH:31][C:30]=3[Cl:35])[N:9]=[C:10]([C:11]3[CH:12]=[C:13]4[N:19](C(OC(C)(C)C)=O)[C:18](=[O:27])[NH:17][C:14]4=[N:15][CH:16]=3)[C:4]=2[CH:3]=1. (3) Given the product [C:8]([O:12][C:13](=[O:41])[NH:14][C@@H:15]([CH2:16][N:17]1[CH2:22][C:21](=[O:23])[N:20]([C:24]2[CH:29]=[C:28]([F:30])[CH:27]=[CH:26][C:25]=2[CH3:31])[CH2:19][C:18]1([CH3:33])[CH3:32])[C@@H:34]([OH:35])[CH2:38][C@H:37]([C:36](=[O:40])[NH:3][CH:4]1[CH2:2][CH2:7][CH2:6][CH2:5]1)[CH3:39])([CH3:11])([CH3:10])[CH3:9], predict the reactants needed to synthesize it. The reactants are: O[C:2]1[CH:7]=[CH:6][CH:5]=[CH:4][N:3]=1.[C:8]([O:12][C:13](=[O:41])[NH:14][C@H:15]([C@@H:34]1[CH2:38][C@@H:37]([CH3:39])[C:36](=[O:40])[O:35]1)[CH2:16][N:17]1[CH2:22][C:21](=[O:23])[N:20]([C:24]2[CH:29]=[C:28]([F:30])[CH:27]=[CH:26][C:25]=2[CH3:31])[CH2:19][C:18]1([CH3:33])[CH3:32])([CH3:11])([CH3:10])[CH3:9].O.